From a dataset of Reaction yield outcomes from USPTO patents with 853,638 reactions. Predict the reaction yield, written as a fraction of the theoretical maximum amount of product (1.0 means a 100% yield; for example, 0.34 means a 34% yield). (1) The reactants are Br[C:2]1[C:3]([CH3:22])=[C:4]([N:8]2[C:17](=[O:18])[C:16]3[C:11](=[C:12]([F:20])[CH:13]=[C:14]([F:19])[CH:15]=3)[NH:10][C:9]2=[O:21])[CH:5]=[CH:6][CH:7]=1.[CH3:23][C:24]1([CH3:40])[C:28]([CH3:30])([CH3:29])[O:27][B:26]([B:26]2[O:27][C:28]([CH3:30])([CH3:29])[C:24]([CH3:40])([CH3:23])[O:25]2)[O:25]1.C([O-])(=O)C.[K+]. The catalyst is O1CCOCC1.C1C=CC(P(C2C=CC=CC=2)[C-]2C=CC=C2)=CC=1.C1C=CC(P(C2C=CC=CC=2)[C-]2C=CC=C2)=CC=1.Cl[Pd]Cl.[Fe+2].C(Cl)Cl. The product is [F:19][C:14]1[CH:15]=[C:16]2[C:11](=[C:12]([F:20])[CH:13]=1)[NH:10][C:9](=[O:21])[N:8]([C:4]1[CH:5]=[CH:6][CH:7]=[C:2]([B:26]3[O:27][C:28]([CH3:30])([CH3:29])[C:24]([CH3:40])([CH3:23])[O:25]3)[C:3]=1[CH3:22])[C:17]2=[O:18]. The yield is 0.740. (2) The reactants are [C:1]([C:3]1[CH:8]=[CH:7][C:6]([NH:9][C:10]2[C:21]([F:22])=[C:20]([F:23])[CH:19]=[CH:18][C:11]=2[C:12](N(OC)C)=[O:13])=[C:5]([F:24])[CH:4]=1)#[CH:2].[CH2:25]([Mg]Br)[CH2:26][CH:27]=[CH2:28]. The catalyst is O1CCCC1. The product is [C:1]([C:3]1[CH:8]=[CH:7][C:6]([NH:9][C:10]2[C:21]([F:22])=[C:20]([F:23])[CH:19]=[CH:18][C:11]=2[C:12](=[O:13])[CH2:28][CH2:27][CH:26]=[CH2:25])=[C:5]([F:24])[CH:4]=1)#[CH:2]. The yield is 0.270. (3) The reactants are [Cl:1][C:2]1[CH:3]=[C:4]([CH:8]2[C:12]([C:15]3[CH:20]=[CH:19][C:18]([Cl:21])=[CH:17][CH:16]=3)([C:13]#[N:14])[CH:11]([CH2:22][C:23]([CH3:26])([CH3:25])[CH3:24])[NH:10][CH:9]2[C:27]([OH:29])=O)[CH:5]=[CH:6][CH:7]=1.[NH2:30][C:31]1[CH:35]=[CH:34][N:33]([CH2:36][C:37]([CH3:40])([OH:39])[CH3:38])[N:32]=1.CN(C(ON1N=NC2C=CC=NC1=2)=[N+](C)C)C.F[P-](F)(F)(F)(F)F.CCN(C(C)C)C(C)C. The catalyst is C(Cl)Cl. The product is [OH:39][C:37]([CH3:40])([CH3:38])[CH2:36][N:33]1[CH:34]=[CH:35][C:31]([NH:30][C:27]([CH:9]2[CH:8]([C:4]3[CH:5]=[CH:6][CH:7]=[C:2]([Cl:1])[CH:3]=3)[C:12]([C:15]3[CH:16]=[CH:17][C:18]([Cl:21])=[CH:19][CH:20]=3)([C:13]#[N:14])[CH:11]([CH2:22][C:23]([CH3:25])([CH3:24])[CH3:26])[NH:10]2)=[O:29])=[N:32]1. The yield is 0.476. (4) The reactants are [CH:1]1([N:5]2[CH2:10][CH2:9][N:8]([C:11]([C:13]3[CH:14]=[C:15]4[C:19](=[CH:20][CH:21]=3)[NH:18][C:17]([C:22]([N:24]3[CH2:29][CH2:28][S:27](=[O:31])(=[O:30])[CH2:26][CH2:25]3)=[O:23])=[CH:16]4)=[O:12])[CH2:7][CH2:6]2)[CH2:4][CH2:3][CH2:2]1.[H-].[Na+].Br[CH:35]([CH3:37])[CH3:36]. The catalyst is CN(C)C=O. The product is [CH:1]1([N:5]2[CH2:6][CH2:7][N:8]([C:11]([C:13]3[CH:14]=[C:15]4[C:19](=[CH:20][CH:21]=3)[N:18]([CH:35]([CH3:37])[CH3:36])[C:17]([C:22]([N:24]3[CH2:29][CH2:28][S:27](=[O:30])(=[O:31])[CH2:26][CH2:25]3)=[O:23])=[CH:16]4)=[O:12])[CH2:9][CH2:10]2)[CH2:2][CH2:3][CH2:4]1. The yield is 0.490. (5) The reactants are [Si:1]([O:8][CH2:9][CH2:10][C:11]#[N:12])([C:4]([CH3:7])([CH3:6])[CH3:5])([CH3:3])[CH3:2].[CH2:13]([Mg]Br)[CH3:14].B(F)(F)F.CCOCC. The catalyst is CCOCC.C([O-])(C)C.C([O-])(C)C.C([O-])(C)C.C([O-])(C)C.[Ti+4]. The product is [Si:1]([O:8][CH2:9][CH2:10][C:11]1([NH2:12])[CH2:14][CH2:13]1)([C:4]([CH3:7])([CH3:6])[CH3:5])([CH3:3])[CH3:2]. The yield is 0.300. (6) The reactants are [C:1]([CH2:4][N:5]1[CH:9]=[CH:8][C:7]([NH:10][C:11](=[O:30])[C@@H:12]([C:19]2[CH:24]=[CH:23][C:22]([S:25]([CH3:28])(=[O:27])=[O:26])=[C:21]([Cl:29])[CH:20]=2)[CH2:13][CH:14]2[CH2:18][CH2:17][CH2:16][CH2:15]2)=[N:6]1)(=[O:3])N.C(Cl)(=O)C(Cl)=[O:33].N1C(C)=CC=CC=1C.[C:45]([Si:49]([CH3:60])([CH3:59])OCCN1C=CC(N)=N1)([CH3:48])([CH3:47])[CH3:46]. The catalyst is C(Cl)Cl.CO. The product is [C:45]([Si:49]([CH3:60])([CH3:59])[O:3][CH2:1][CH2:4][N:5]1[CH:9]=[CH:8][C:7]([NH:10][C:11](=[O:30])[CH:12]([C:19]2[CH:24]=[CH:23][C:22]([S:25]([CH3:28])(=[O:26])=[O:27])=[C:21]([Cl:29])[CH:20]=2)[CH2:13][CH:14]2[CH2:18][CH2:17][O:33][CH2:16][CH2:15]2)=[N:6]1)([CH3:48])([CH3:47])[CH3:46]. The yield is 0.670.